From a dataset of Forward reaction prediction with 1.9M reactions from USPTO patents (1976-2016). Predict the product of the given reaction. (1) Given the reactants Cl[C:2]1[CH:7]=[N:6][N:5]([CH2:8][C:9]2[CH:14]=[CH:13][C:12]([O:15]C)=[CH:11][CH:10]=2)[C:4](=[O:17])[C:3]=1[O:18][CH3:19].[CH3:20][C:21]1[C:26](B2OC(C)(C)C(C)(C)O2)=[CH:25][CH:24]=[C:23]([S:36]([CH3:39])(=[O:38])=[O:37])[C:22]=1[C:40]1[CH2:44][CH2:43][O:42][N:41]=1.P([O-])([O-])([O-])=O.[K+].[K+].[K+].COC1C=CC=C(OC)C=1C1C=CC=CC=1P(C1CCCCC1)C1CCCCC1, predict the reaction product. The product is: [O:42]1[CH2:43][CH2:44][C:40]([C:22]2[C:21]([CH3:20])=[C:26]([C:2]3[CH:7]=[N:6][N:5]([CH2:8][C:9]4[CH:14]=[CH:13][C:12]([OH:15])=[CH:11][CH:10]=4)[C:4](=[O:17])[C:3]=3[O:18][CH3:19])[CH:25]=[CH:24][C:23]=2[S:36]([CH3:39])(=[O:38])=[O:37])=[N:41]1. (2) Given the reactants [CH3:1][O:2][C:3]1[CH:18]=[CH:17][C:6]2[CH:7]3[C:14]4([CH2:15][CH2:16][C:5]=2[CH:4]=1)[CH:10]([CH2:11][NH:12][CH2:13]4)[CH2:9][CH2:8]3.C=O.[BH3-][C:22]#N.[Na+], predict the reaction product. The product is: [CH3:1][O:2][C:3]1[CH:18]=[CH:17][C:6]2[CH:7]3[C:14]4([CH2:15][CH2:16][C:5]=2[CH:4]=1)[CH:10]([CH2:11][N:12]([CH3:22])[CH2:13]4)[CH2:9][CH2:8]3. (3) Given the reactants [OH:1][C@H:2]1[C@H:8]([NH:9]C(=O)OC(C)(C)C)[CH2:7][CH2:6][C@@H:5]([C:17]2[N:21]([CH3:22])[N:20]=[CH:19][C:18]=2[N+:23]([O-])=O)[O:4][CH2:3]1.[F:26][C:27]1[CH:32]=[C:31]([O:33][CH2:34][CH2:35][O:36][CH3:37])[CH:30]=[C:29]([F:38])[C:28]=1[C:39]1[N:44]=[C:43]([C:45](O)=[O:46])[CH:42]=[CH:41][C:40]=1[F:48], predict the reaction product. The product is: [NH2:9][C@H:8]1[C@H:2]([OH:1])[CH2:3][O:4][C@H:5]([C:17]2[N:21]([CH3:22])[N:20]=[CH:19][C:18]=2[NH:23][C:45](=[O:46])[C:43]2[CH:42]=[CH:41][C:40]([F:48])=[C:39]([C:28]3[C:29]([F:38])=[CH:30][C:31]([O:33][CH2:34][CH2:35][O:36][CH3:37])=[CH:32][C:27]=3[F:26])[N:44]=2)[CH2:6][CH2:7]1. (4) Given the reactants [CH2:1]([N:8]([C:30]1[CH:31]=[CH:32][C:33]([OH:39])=[C:34]([CH:38]=1)[C:35]([OH:37])=[O:36])[C:9](=[O:29])[CH2:10][N:11]([CH2:22][C:23]1[CH:28]=[CH:27][CH:26]=[CH:25][CH:24]=1)[S:12]([C:15]1[CH:20]=[CH:19][C:18]([CH3:21])=[CH:17][CH:16]=1)(=[O:14])=[O:13])[C:2]1[CH:7]=[CH:6][CH:5]=[CH:4][CH:3]=1.[C:40](#[N:42])[CH3:41], predict the reaction product. The product is: [CH2:22]([N:11]([CH2:10][C:9]([N:8]([C:30]1[CH:31]=[CH:32][C:33]([OH:39])=[C:34]([CH:38]=1)[C:35]([OH:37])=[O:36])[CH2:1][C:2]1[CH:3]=[CH:4][C:5]([N:42]2[CH2:20][CH2:15][CH2:16][CH2:41][CH2:40]2)=[CH:6][CH:7]=1)=[O:29])[S:12]([C:15]1[CH:16]=[CH:17][C:18]([C:21]2[CH:6]=[CH:7][CH:2]=[CH:3][CH:4]=2)=[CH:19][CH:20]=1)(=[O:14])=[O:13])[C:23]1[CH:28]=[CH:27][CH:26]=[CH:25][CH:24]=1. (5) Given the reactants [CH3:1][S:2]([C:5]1[N:10]=[CH:9][C:8]([O:11][C:12]2[CH:13]=[C:14]3[C:18](=[C:19]([O:21][CH:22]4[CH2:27][CH2:26][O:25][CH2:24][CH2:23]4)[CH:20]=2)[NH:17][C:16]([C:28]2[S:29][CH:30]([CH2:33][C:34]([OH:36])=O)[CH2:31][N:32]=2)=[CH:15]3)=[CH:7][CH:6]=1)(=[O:4])=[O:3].O.ON1C2C=CC=CC=2N=N1.Cl.C(N=C=NCCCN(C)C)C.Cl.[CH3:61][S:62]([CH2:65][CH2:66][NH2:67])(=[O:64])=[O:63], predict the reaction product. The product is: [CH3:61][S:62]([CH2:65][CH2:66][NH:67][C:34](=[O:36])[CH2:33][CH:30]1[S:29][C:28]([C:16]2[NH:17][C:18]3[C:14]([CH:15]=2)=[CH:13][C:12]([O:11][C:8]2[CH:9]=[N:10][C:5]([S:2]([CH3:1])(=[O:3])=[O:4])=[CH:6][CH:7]=2)=[CH:20][C:19]=3[O:21][CH:22]2[CH2:23][CH2:24][O:25][CH2:26][CH2:27]2)=[N:32][CH2:31]1)(=[O:64])=[O:63].